This data is from Forward reaction prediction with 1.9M reactions from USPTO patents (1976-2016). The task is: Predict the product of the given reaction. (1) Given the reactants [Cl:1][CH2:2][CH2:3][CH2:4][SiH2:5][CH:6](Cl)Cl.[CH2:9]([Mg]Cl)[C:10](=[CH2:12])[CH3:11], predict the reaction product. The product is: [Cl:1][CH2:2][CH2:3][CH2:4][Si:5]([CH3:6])([CH2:11][C:10](=[CH2:9])[CH3:12])[CH2:9][C:10](=[CH2:12])[CH3:11]. (2) Given the reactants [Cl:1][C:2]1[CH:7]=[C:6]2[NH:8][C:9](=[O:27])[C@:10]3([CH:15]([CH:16]([CH3:18])[CH3:17])[CH2:14][C:13](=[S:19])[NH:12][C@H:11]3[C:20]3[CH:25]=[CH:24][CH:23]=[C:22]([Cl:26])[CH:21]=3)[C:5]2=[CH:4][CH:3]=1.I[CH3:29], predict the reaction product. The product is: [Cl:1][C:2]1[CH:7]=[C:6]2[NH:8][C:9](=[O:27])[C@:10]3([CH:15]([CH:16]([CH3:18])[CH3:17])[CH2:14][C:13]([S:19][CH3:29])=[N:12][C@H:11]3[C:20]3[CH:25]=[CH:24][CH:23]=[C:22]([Cl:26])[CH:21]=3)[C:5]2=[CH:4][CH:3]=1. (3) Given the reactants [O:1]([C:8]1[CH:18]=[CH:17][C:11]([C:12]([O:14][CH2:15][CH3:16])=[O:13])=[CH:10][N:9]=1)[C:2]1[CH:7]=[CH:6][CH:5]=[CH:4][CH:3]=1.[Cl:19][S:20](O)(=[O:22])=[O:21], predict the reaction product. The product is: [Cl:19][S:20]([C:5]1[CH:4]=[CH:3][C:2]([O:1][C:8]2[CH:18]=[CH:17][C:11]([C:12]([O:14][CH2:15][CH3:16])=[O:13])=[CH:10][N:9]=2)=[CH:7][CH:6]=1)(=[O:22])=[O:21]. (4) Given the reactants ClCCl.[C:4]([O:12][CH2:13][CH3:14])(=[O:11])[CH2:5][C:6]([O:8][CH2:9][CH3:10])=[O:7].[C:15]1(=O)[CH2:18][CH2:17][CH2:16]1.N1C=CC=CC=1.C1(C)C=CC=CC=1, predict the reaction product. The product is: [C:15]1(=[C:5]([C:6]([O:8][CH2:9][CH3:10])=[O:7])[C:4]([O:12][CH2:13][CH3:14])=[O:11])[CH2:18][CH2:17][CH2:16]1. (5) The product is: [OH:26][C:23]([CH3:25])([CH3:24])[CH2:22][C@@:13]1([C:16]2[CH:21]=[CH:20][CH:19]=[CH:18][CH:17]=2)[O:12][C:11](=[O:27])[N:10]([C@H:8]([C:5]2[CH:6]=[CH:7][C:2]([C:29]3[CH:34]=[CH:33][N:32]([CH3:35])[C:31](=[O:36])[CH:30]=3)=[CH:3][CH:4]=2)[CH3:9])[CH2:15][CH2:14]1. Given the reactants Br[C:2]1[CH:7]=[CH:6][C:5]([C@@H:8]([N:10]2[CH2:15][CH2:14][C@:13]([CH2:22][C:23]([OH:26])([CH3:25])[CH3:24])([C:16]3[CH:21]=[CH:20][CH:19]=[CH:18][CH:17]=3)[O:12][C:11]2=[O:27])[CH3:9])=[CH:4][CH:3]=1.Br[C:29]1[CH:34]=[CH:33][N:32]([CH3:35])[C:31](=[O:36])[CH:30]=1, predict the reaction product.